From a dataset of Catalyst prediction with 721,799 reactions and 888 catalyst types from USPTO. Predict which catalyst facilitates the given reaction. Reactant: Br[C:2]1[CH:7]=[CH:6][C:5]([C:8]2[N:9]=[C:10]3[CH:15]=[CH:14][CH:13]=[CH:12][N:11]3[CH:16]=2)=[CH:4][CH:3]=1.[OH:17][C:18]1[CH:19]=[C:20]2[C:25](=[CH:26][CH:27]=1)[CH:24]=[C:23](B(O)O)[CH:22]=[CH:21]2.C(=O)([O-])[O-].[Na+].[Na+].Cl. Product: [N:9]1[C:8]([C:5]2[CH:6]=[CH:7][C:2]([C:23]3[CH:24]=[C:25]4[C:20](=[CH:21][CH:22]=3)[CH:19]=[C:18]([OH:17])[CH:27]=[CH:26]4)=[CH:3][CH:4]=2)=[CH:16][N:11]2[CH:12]=[CH:13][CH:14]=[CH:15][C:10]=12. The catalyst class is: 276.